From a dataset of Forward reaction prediction with 1.9M reactions from USPTO patents (1976-2016). Predict the product of the given reaction. (1) Given the reactants S(=O)(=O)(O)O.[NH2:6][C:7]1[C:8]([CH3:16])=[C:9]([CH:13]=[CH:14][CH:15]=1)[C:10]([OH:12])=[O:11].B(O)(O)O.[N+]([C:24]1[CH:29]=CC=C[CH:25]=1)([O-])=O.[OH-].[Na+].[C:32](O)(=O)C, predict the reaction product. The product is: [CH3:16][C:8]1[C:9]([C:10]([O:12][CH3:32])=[O:11])=[CH:13][CH:14]=[C:15]2[C:7]=1[N:6]=[CH:29][CH:24]=[CH:25]2. (2) The product is: [CH2:25]([O:24][C:22]([C:19]1[CH:20]=[CH:21][C:16]([CH:14]([NH:13][NH:12][C:10]([O:9][C:5]([CH3:7])([CH3:6])[CH3:8])=[O:11])[CH3:15])=[CH:17][CH:18]=1)=[O:23])[CH3:26]. Given the reactants [BH3-]C#N.[Na+].[C:5]([O:9][C:10]([NH:12][N:13]=[C:14]([C:16]1[CH:21]=[CH:20][C:19]([C:22]([O:24][CH2:25][CH3:26])=[O:23])=[CH:18][CH:17]=1)[CH3:15])=[O:11])([CH3:8])([CH3:7])[CH3:6].O.C1(C)C=CC(S(O)(=O)=O)=CC=1.[OH-].[Na+], predict the reaction product. (3) Given the reactants Cl.[F:2][C:3]1[CH:16]=[CH:15][C:6]([C:7]([CH:9]2[CH2:14][CH2:13][NH:12][CH2:11][CH2:10]2)=[O:8])=[CH:5][CH:4]=1.Cl[C:18]1[N:23]=[CH:22][CH:21]=[CH:20][N:19]=1.C(N(CC)CC)C, predict the reaction product. The product is: [N:19]1[CH:20]=[CH:21][CH:22]=[N:23][C:18]=1[N:12]1[CH2:13][CH2:14][CH:9]([C:7](=[O:8])[C:6]2[CH:5]=[CH:4][C:3]([F:2])=[CH:16][CH:15]=2)[CH2:10][CH2:11]1. (4) Given the reactants C[O:2][C:3]([C:5]1[CH:6]=[C:7]2[C:12](=[CH:13][CH:14]=1)[O:11][C:10]([C:15]1[N:20]=[CH:19][N:18]3[CH:21]=[CH:22][CH:23]=[C:17]3[CH:16]=1)=[CH:9][C:8]2=[N:24][O:25][C:26]([CH3:29])([CH3:28])[CH3:27])=[O:4].O.[OH-].[Li+], predict the reaction product. The product is: [C:26]([O:25][N:24]=[C:8]1[C:7]2[C:12](=[CH:13][CH:14]=[C:5]([C:3]([OH:4])=[O:2])[CH:6]=2)[O:11][C:10]([C:15]2[N:20]=[CH:19][N:18]3[CH:21]=[CH:22][CH:23]=[C:17]3[CH:16]=2)=[CH:9]1)([CH3:29])([CH3:27])[CH3:28]. (5) Given the reactants [O:1]1[CH:5]=[CH:4][C:3]([C:6]2[CH:13]=[CH:12][C:9]([CH:10]=[O:11])=[CH:8][N:7]=2)=[CH:2]1.[CH:14]([Mg]Cl)([CH3:16])[CH3:15], predict the reaction product. The product is: [O:1]1[CH:5]=[CH:4][C:3]([C:6]2[N:7]=[CH:8][C:9]([CH:10]([OH:11])[CH:14]([CH3:16])[CH3:15])=[CH:12][CH:13]=2)=[CH:2]1. (6) The product is: [C:12]([C:16]1[CH:17]=[CH:18][C:19]([C@@H:22]([OH:46])[C:23]2[C:24]([C:39]3[CH:40]=[CH:41][C:42]([F:45])=[CH:43][CH:44]=3)=[C:25]3[C:30](=[CH:31][C:32]=2[CH:33]([CH3:35])[CH3:34])[O:29][C:28]([CH3:36])([CH3:37])[CH2:27][C@@H:26]3[OH:38])=[CH:20][CH:21]=1)([CH3:14])([CH3:15])[CH3:13]. Given the reactants N[C@@H]1C2C(=CC=CC=2)C[C@@H]1O.[C:12]([C:16]1[CH:21]=[CH:20][C:19]([CH:22]([OH:46])[C:23]2[C:24]([C:39]3[CH:44]=[CH:43][C:42]([F:45])=[CH:41][CH:40]=3)=[C:25]3[C:30](=[CH:31][C:32]=2[CH:33]([CH3:35])[CH3:34])[O:29][C:28]([CH3:37])([CH3:36])[CH2:27][C:26]3=[O:38])=[CH:18][CH:17]=1)([CH3:15])([CH3:14])[CH3:13].CO, predict the reaction product. (7) Given the reactants [F:1][C:2]1([F:17])[O:6][C:5]2[CH:7]=[CH:8][C:9]([C:11]3([C:14](Cl)=[O:15])[CH2:13][CH2:12]3)=[CH:10][C:4]=2[O:3]1.[NH2:18][C:19]1[CH:27]=[CH:26][C:25]2[N:24]([CH2:28][CH2:29][OH:30])[C:23]([C:31]([CH3:34])([CH3:33])[CH3:32])=[CH:22][C:21]=2[C:20]=1[C:35]#[N:36].C(N(CC)CC)C, predict the reaction product. The product is: [C:31]([C:23]1[N:24]([CH2:28][CH2:29][OH:30])[C:25]2[C:21]([CH:22]=1)=[C:20]([C:35]#[N:36])[C:19]([NH:18][C:14]([C:11]1([C:9]3[CH:8]=[CH:7][C:5]4[O:6][C:2]([F:17])([F:1])[O:3][C:4]=4[CH:10]=3)[CH2:13][CH2:12]1)=[O:15])=[CH:27][CH:26]=2)([CH3:34])([CH3:32])[CH3:33].